This data is from Full USPTO retrosynthesis dataset with 1.9M reactions from patents (1976-2016). The task is: Predict the reactants needed to synthesize the given product. (1) The reactants are: Cl.[CH2:2]([C:4]1[S:24][C:7]2[N:8]=[C:9]([S:18][CH2:19][C:20]([O:22][CH3:23])=[O:21])[N:10]=[C:11]([N:12]3[CH2:17][CH2:16][NH:15][CH2:14][CH2:13]3)[C:6]=2[CH:5]=1)[CH3:3].C(N(C(C)C)CC)(C)C.[N:34]1[C:43]2[C:38](=[CH:39][C:40]([C:44](Cl)=[O:45])=[CH:41][CH:42]=2)[N:37]=[CH:36][CH:35]=1. Given the product [CH2:2]([C:4]1[S:24][C:7]2[N:8]=[C:9]([S:18][CH2:19][C:20]([O:22][CH3:23])=[O:21])[N:10]=[C:11]([N:12]3[CH2:17][CH2:16][N:15]([C:44]([C:40]4[CH:39]=[C:38]5[C:43](=[CH:42][CH:41]=4)[N:34]=[CH:35][CH:36]=[N:37]5)=[O:45])[CH2:14][CH2:13]3)[C:6]=2[CH:5]=1)[CH3:3], predict the reactants needed to synthesize it. (2) The reactants are: [CH:1]1([N:6]2[C:10]3[N:11]=[C:12]([C@H:16]4[C@H:20]([CH3:21])[CH2:19][NH:18][CH2:17]4)[NH:13][C:14](=[O:15])[C:9]=3[CH:8]=[N:7]2)[CH2:5][CH2:4][CH2:3][CH2:2]1.[CH3:22][N:23]1[C:27]2[CH:28]=[CH:29][CH:30]=[CH:31][C:26]=2[N:25]=[C:24]1[CH:32]=O. Given the product [CH:1]1([N:6]2[C:10]3[N:11]=[C:12]([C@H:16]4[C@H:20]([CH3:21])[CH2:19][N:18]([CH2:32][C:24]5[N:23]([CH3:22])[C:27]6[CH:28]=[CH:29][CH:30]=[CH:31][C:26]=6[N:25]=5)[CH2:17]4)[NH:13][C:14](=[O:15])[C:9]=3[CH:8]=[N:7]2)[CH2:5][CH2:4][CH2:3][CH2:2]1, predict the reactants needed to synthesize it.